Predict the product of the given reaction. From a dataset of Forward reaction prediction with 1.9M reactions from USPTO patents (1976-2016). (1) Given the reactants [CH:1]1[C:9]2[C:8]3[CH:10]=[CH:11][CH:12]=[CH:13][C:7]=3[O:6][C:5]=2[C:4]([C:14]2[CH:15]=[CH:16][C:17]([N+:27]([O-])=O)=[C:18]([CH:26]=2)[NH:19][C:20]2[CH:25]=[CH:24][CH:23]=[CH:22][CH:21]=2)=[CH:3][CH:2]=1.CO.[Cl-].[NH4+], predict the reaction product. The product is: [CH:1]1[C:9]2[C:8]3[CH:10]=[CH:11][CH:12]=[CH:13][C:7]=3[O:6][C:5]=2[C:4]([C:14]2[CH:26]=[C:18]([NH:19][C:20]3[CH:25]=[CH:24][CH:23]=[CH:22][CH:21]=3)[C:17]([NH2:27])=[CH:16][CH:15]=2)=[CH:3][CH:2]=1. (2) Given the reactants [Cl:1][C:2]1[C:3]([F:12])=[C:4]([C:8]([F:11])=[CH:9][CH:10]=1)[CH:5]=[N:6][OH:7].[C:13]([O:17][CH3:18])(=[O:16])[C:14]#[CH:15].Cl[O-].[Na+], predict the reaction product. The product is: [Cl:1][C:2]1[C:3]([F:12])=[C:4]([C:5]2[CH:15]=[C:14]([C:13]([O:17][CH3:18])=[O:16])[O:7][N:6]=2)[C:8]([F:11])=[CH:9][CH:10]=1. (3) Given the reactants [NH2:1][C:2]1[CH:29]=[CH:28][C:5]2[CH2:6][CH2:7][C:8]3[C:9]([C:25]([NH2:27])=[O:26])=[N:10][N:11]([C:13]4[CH:18]=[CH:17][C:16]([S:19]([N:22]([CH3:24])[CH3:23])(=[O:21])=[O:20])=[CH:15][CH:14]=4)[C:12]=3[C:4]=2[CH:3]=1.[Cl:30][C:31]1[CH:39]=[CH:38][CH:37]=[CH:36][C:32]=1[C:33](Cl)=[O:34].C(O)C(N)(CO)CO.CCOC(C)=O, predict the reaction product. The product is: [Cl:30][C:31]1[CH:39]=[CH:38][CH:37]=[CH:36][C:32]=1[C:33]([NH:1][C:2]1[CH:29]=[CH:28][C:5]2[CH2:6][CH2:7][C:8]3[C:9]([C:25]([NH2:27])=[O:26])=[N:10][N:11]([C:13]4[CH:14]=[CH:15][C:16]([S:19]([N:22]([CH3:23])[CH3:24])(=[O:20])=[O:21])=[CH:17][CH:18]=4)[C:12]=3[C:4]=2[CH:3]=1)=[O:34]. (4) Given the reactants [CH3:1][O:2][CH2:3][CH2:4][N:5]([CH3:24])[C:6]1[N:10]2[C:11]([C:20]([F:23])([F:22])[F:21])=[CH:12][CH:13]=[C:14]([C:15]([O:17]CC)=[O:16])[C:9]2=[N:8][N:7]=1.[OH-].[Na+], predict the reaction product. The product is: [CH3:1][O:2][CH2:3][CH2:4][N:5]([CH3:24])[C:6]1[N:10]2[C:11]([C:20]([F:22])([F:21])[F:23])=[CH:12][CH:13]=[C:14]([C:15]([OH:17])=[O:16])[C:9]2=[N:8][N:7]=1. (5) Given the reactants [CH2:1]([C:8]1([OH:31])[CH2:13][CH2:12][N:11]([CH2:14][CH2:15][NH:16][C:17]([NH:19][C:20]2[C:29]3[C:24](=[CH:25][CH:26]=[CH:27][CH:28]=3)[N:23]=[C:22]([CH3:30])[CH:21]=2)=[O:18])[CH2:10][CH2:9]1)[C:2]1[CH:7]=[CH:6][CH:5]=[CH:4][CH:3]=1.[S:32](=[O:36])(=[O:35])([OH:34])[OH:33], predict the reaction product. The product is: [OH2:18].[OH2:33].[OH2:18].[S:32]([OH:36])([OH:35])(=[O:34])=[O:33].[CH2:1]([C:8]1([OH:31])[CH2:9][CH2:10][N:11]([CH2:14][CH2:15][NH:16][C:17]([NH:19][C:20]2[C:29]3[C:24](=[CH:25][CH:26]=[CH:27][CH:28]=3)[N:23]=[C:22]([CH3:30])[CH:21]=2)=[O:18])[CH2:12][CH2:13]1)[C:2]1[CH:7]=[CH:6][CH:5]=[CH:4][CH:3]=1.